From a dataset of Forward reaction prediction with 1.9M reactions from USPTO patents (1976-2016). Predict the product of the given reaction. (1) Given the reactants [F:1][C:2]1[CH:3]=[C:4]([C:8]2[C@:9]3([CH2:25][CH2:24][C@H:23]4[C@@H:14]([CH2:15][CH2:16][C:17]5[CH:18]=[C:19]([C:26]([OH:28])=O)[CH:20]=[CH:21][C:22]=54)[C@@H:11]3[CH2:12][CH:13]=2)[CH3:10])[CH:5]=[N:6][CH:7]=1.Cl.[NH2:30][CH2:31][CH2:32][CH2:33][C:34]([O:36]C)=[O:35], predict the reaction product. The product is: [F:1][C:2]1[CH:3]=[C:4]([C:8]2[C@:9]3([CH2:25][CH2:24][C@H:23]4[C@@H:14]([CH2:15][CH2:16][C:17]5[CH:18]=[C:19]([C:26]([NH:30][CH2:31][CH2:32][CH2:33][C:34]([OH:36])=[O:35])=[O:28])[CH:20]=[CH:21][C:22]=54)[C@@H:11]3[CH2:12][CH:13]=2)[CH3:10])[CH:5]=[N:6][CH:7]=1. (2) Given the reactants [C@H:1]12[CH2:6][C@H:5]1[CH2:4][C@@H:3]([CH2:7][NH:8][C:9]([C:11]1[C:20]3[O:19][CH2:18][CH2:17][O:16][C:15]=3[CH:14]=[CH:13][CH:12]=1)=[O:10])[NH:2]2.[F:21][C:22]1[CH:23]=[C:24]([C:28]2[S:32][C:31]([CH3:33])=[N:30][C:29]=2[C:34](O)=[O:35])[CH:25]=[CH:26][CH:27]=1, predict the reaction product. The product is: [F:21][C:22]1[CH:23]=[C:24]([C:28]2[S:32][C:31]([CH3:33])=[N:30][C:29]=2[C:34]([N:2]2[C@H:3]([CH2:7][NH:8][C:9]([C:11]3[C:20]4[O:19][CH2:18][CH2:17][O:16][C:15]=4[CH:14]=[CH:13][CH:12]=3)=[O:10])[CH2:4][C@H:5]3[C@@H:1]2[CH2:6]3)=[O:35])[CH:25]=[CH:26][CH:27]=1. (3) Given the reactants [NH2:1][C:2]1[CH:3]=[C:4]([CH:10]=[CH:11][C:12]=1[NH:13][CH2:14][CH:15]1[CH2:20][O:19][CH2:18][CH2:17][O:16]1)[C:5]([O:7][CH2:8][CH3:9])=[O:6].O1CCO[CH2:23][CH:22]1CN.ClC1C=CC(C(OCC)=O)=CC=1[N+]([O-])=O.[CH:44]1[C:56]2[NH:55][C:54]3[C:49](=[CH:50][CH:51]=[CH:52][CH:53]=3)[C:48]=2[CH:47]=[C:46]([CH:57]=O)[CH:45]=1, predict the reaction product. The product is: [CH2:8]([O:7][C:5]([C:4]1[CH:10]=[CH:11][C:12]2[N:13]([CH2:14][CH:15]3[CH2:20][O:19][CH2:18][CH2:17][O:16]3)[C:57]([C:46]3[CH:45]=[CH:44][C:56]4[N:55]([CH2:22][CH3:23])[C:54]5[C:49]([C:48]=4[CH:47]=3)=[CH:50][CH:51]=[CH:52][CH:53]=5)=[N:1][C:2]=2[CH:3]=1)=[O:6])[CH3:9]. (4) The product is: [O:33]=[S:2]1(=[O:1])[C:8]2[CH:9]=[C:10]([O:14][CH2:15][C:16]([OH:18])=[O:17])[C:11]([Br:13])=[CH:12][C:7]=2[N:6]([C:21]2[CH:26]=[CH:25][CH:24]=[CH:23][CH:22]=2)[CH2:5][C:4]([CH2:29][CH2:30][CH2:31][CH3:32])([CH2:27][CH3:28])[CH2:3]1. Given the reactants [O:1]=[S:2]1(=[O:33])[C:8]2[CH:9]=[C:10]([O:14][CH2:15][C:16]([O:18]CC)=[O:17])[C:11]([Br:13])=[CH:12][C:7]=2[N:6]([C:21]2[CH:26]=[CH:25][CH:24]=[CH:23][CH:22]=2)[CH2:5][C:4]([CH2:29][CH2:30][CH2:31][CH3:32])([CH2:27][CH3:28])[CH2:3]1.[OH-].[Na+].C(O)(=O)C, predict the reaction product. (5) The product is: [CH2:65]([N:67]1[CH2:68][CH2:69][N:70]([C:73]2[C:82]3[C:77](=[CH:78][CH:79]=[CH:80][CH:81]=3)[CH:76]=[C:75]([C:15]3[CH:16]=[CH:17][C:12]([CH2:11][CH2:10][CH2:9][O:8][CH2:1][C:2]4[CH:7]=[CH:6][CH:5]=[CH:4][CH:3]=4)=[CH:13][N:14]=3)[N:74]=2)[CH2:71][CH2:72]1)[CH3:66]. Given the reactants [CH2:1]([O:8][CH2:9][CH2:10][CH2:11][C:12]1[CH:13]=[N+:14]([O-])[CH:15]=[CH:16][CH:17]=1)[C:2]1[CH:7]=[CH:6][CH:5]=[CH:4][CH:3]=1.P(Br)(Br)(Br)=O.C(=O)(O)[O-].[Na+].BrC1C=CC(CCCOCC2C=CC=CC=2)=CN=1.BrC1C(CCCOCC2C=CC=CC=2)=CC=CN=1.[CH2:65]([N:67]1[CH2:72][CH2:71][N:70]([C:73]2[C:82]3[C:77](=[CH:78][CH:79]=[CH:80][CH:81]=3)[CH:76]=[C:75](Br)[N:74]=2)[CH2:69][CH2:68]1)[CH3:66], predict the reaction product. (6) Given the reactants [C:1]([O:5][C:6]([N:8]1[CH2:13][CH2:12][CH:11]([OH:14])[CH2:10][CH2:9]1)=[O:7])([CH3:4])([CH3:3])[CH3:2].N(C(OCC)=O)=NC(OCC)=O.[C:27]([O:31][C:32](=[O:51])[NH:33][C:34]1[C:38]([C:39]2[N:40]([CH2:49][CH3:50])[C:41]3[C:46](O)=[CH:45][N:44]=[CH:43][C:42]=3[N:48]=2)=[N:37][O:36][N:35]=1)([CH3:30])([CH3:29])[CH3:28], predict the reaction product. The product is: [C:1]([O:5][C:6]([N:8]1[CH2:13][CH2:12][CH:11]([O:14][C:46]2[C:41]3[N:40]([CH2:49][CH3:50])[C:39]([C:38]4[C:34]([NH:33][C:32]([O:31][C:27]([CH3:28])([CH3:30])[CH3:29])=[O:51])=[N:35][O:36][N:37]=4)=[N:48][C:42]=3[CH:43]=[N:44][CH:45]=2)[CH2:10][CH2:9]1)=[O:7])([CH3:4])([CH3:2])[CH3:3]. (7) Given the reactants C([N:8]([CH:21]([CH:25]1[CH2:30][CH2:29][O:28][CH2:27][CH2:26]1)[C:22]([O-])=[O:23])[CH2:9]/[C:10](/[C:13]1[CH:18]=[C:17]([F:19])[CH:16]=[C:15]([F:20])[CH:14]=1)=[N:11]\O)C1C=CC=CC=1, predict the reaction product. The product is: [F:20][C:15]1[CH:14]=[C:13]([CH:10]2[NH:11][C:22](=[O:23])[CH:21]([CH:25]3[CH2:30][CH2:29][O:28][CH2:27][CH2:26]3)[NH:8][CH2:9]2)[CH:18]=[C:17]([F:19])[CH:16]=1. (8) Given the reactants [Cl:1][C:2]1[CH:34]=[CH:33][C:5]([C:6]([NH:8][CH:9]([CH2:21][C:22]2[C:31]3[C:26](=[CH:27][CH:28]=[CH:29][CH:30]=3)[NH:25][C:24](=[O:32])[CH:23]=2)[C:10]([O:12][CH2:13][CH2:14][N:15]2[CH2:20][CH2:19][O:18][CH2:17][CH2:16]2)=[O:11])=[O:7])=[CH:4][CH:3]=1.[C:35]([OH:39])(=[O:38])[CH2:36][OH:37], predict the reaction product. The product is: [C:35]([OH:39])(=[O:38])[CH2:36][OH:37].[Cl:1][C:2]1[CH:3]=[CH:4][C:5]([C:6]([NH:8][CH:9]([CH2:21][C:22]2[C:31]3[C:26](=[CH:27][CH:28]=[CH:29][CH:30]=3)[NH:25][C:24](=[O:32])[CH:23]=2)[C:10]([O:12][CH2:13][CH2:14][N:15]2[CH2:16][CH2:17][O:18][CH2:19][CH2:20]2)=[O:11])=[O:7])=[CH:33][CH:34]=1. (9) The product is: [Cl:1][C:2]1[CH:7]=[CH:6][C:5]([N:8]2[C:12]([CH3:13])=[CH:11][C:10]([C:14]([NH:16][C:35]3[CH:34]=[CH:32][CH:31]=[C:30]([S:27]([CH3:26])(=[O:29])=[O:28])[CH:36]=3)=[O:15])=[N:9]2)=[CH:4][CH:3]=1. Given the reactants [Cl:1][C:2]1[CH:7]=[CH:6][C:5]([N:8]2[C:12]([CH3:13])=[CH:11][C:10]([C:14]([NH:16]CCC3C=CC(Cl)=CC=3)=[O:15])=[N:9]2)=[CH:4][CH:3]=1.[CH3:26][S:27]([C:30]1[CH:31]=[C:32]([CH:34]=[CH:35][CH:36]=1)N)(=[O:29])=[O:28], predict the reaction product.